From a dataset of Reaction yield outcomes from USPTO patents with 853,638 reactions. Predict the reaction yield, written as a fraction of the theoretical maximum amount of product (1.0 means a 100% yield; for example, 0.34 means a 34% yield). (1) The reactants are Br[C:2]12[CH2:9][CH2:8][C:5]([C:10]([O:12]C)=[O:11])([CH2:6][CH2:7]1)[CH2:4][CH2:3]2.Cl.[OH-:15].[Na+]. No catalyst specified. The product is [OH:15][C:2]12[CH2:9][CH2:8][C:5]([C:10]([OH:12])=[O:11])([CH2:6][CH2:7]1)[CH2:4][CH2:3]2. The yield is 0.890. (2) The reactants are [F:1][CH:2]([F:23])[O:3][C:4]1[CH:9]=[CH:8][C:7]([C:10]2[CH:18]=[CH:17][CH:16]=[C:15]3[C:11]=2[CH2:12][CH2:13][C:14]3=[O:19])=[C:6]([OH:20])[C:5]=1[O:21][CH3:22].C(=O)([O-])[O-].[K+].[K+].Br[CH2:31][C:32]1([CH2:36][OH:37])[CH2:35][O:34][CH2:33]1. The catalyst is C(#N)C. The product is [F:1][CH:2]([F:23])[O:3][C:4]1[CH:9]=[CH:8][C:7]([C:10]2[CH:18]=[CH:17][CH:16]=[C:15]3[C:11]=2[CH2:12][CH2:13][C:14]3=[O:19])=[C:6]([O:20][CH2:31][C:32]2([CH2:36][OH:37])[CH2:35][O:34][CH2:33]2)[C:5]=1[O:21][CH3:22]. The yield is 0.380. (3) The reactants are C(OC[O:5][C:6]1[CH:7]=[N:8][C:9]([C:12]2[CH:17]=[CH:16][C:15]([F:18])=[CH:14][CH:13]=2)=[N:10][CH:11]=1)C.Cl. The catalyst is CO. The product is [F:18][C:15]1[CH:14]=[CH:13][C:12]([C:9]2[N:8]=[CH:7][C:6]([OH:5])=[CH:11][N:10]=2)=[CH:17][CH:16]=1. The yield is 0.980. (4) The reactants are [CH3:1][C:2]([C:19]([O:21]C)=O)([CH3:18])[N:3]([CH2:12][CH2:13][C:14]([O:16][CH3:17])=[O:15])[C:4]([C:6]1[CH:11]=[CH:10][CH:9]=[CH:8][CH:7]=1)=[O:5].CO.C[O-].[Na+]. The catalyst is C1(C)C=CC=CC=1. The product is [CH3:18][C:2]1([CH3:1])[N:3]([C:4]([C:6]2[CH:7]=[CH:8][CH:9]=[CH:10][CH:11]=2)=[O:5])[CH2:12][CH:13]([C:14]([O:16][CH3:17])=[O:15])[C:19]1=[O:21]. The yield is 0.860. (5) The reactants are C([O:3][C:4]([C:6]1[N:7]([CH2:13][O:14][CH2:15][CH2:16][Si:17]([CH3:20])([CH3:19])[CH3:18])[CH:8]=[C:9]([C:11]#[N:12])[N:10]=1)=[O:5])C.[OH-].[K+:22]. The catalyst is C(O)C. The product is [K+:22].[C:11]([C:9]1[N:10]=[C:6]([C:4]([O-:5])=[O:3])[N:7]([CH2:13][O:14][CH2:15][CH2:16][Si:17]([CH3:18])([CH3:19])[CH3:20])[CH:8]=1)#[N:12]. The yield is 1.00. (6) The reactants are [O:1]=[C:2]1[NH:7][N:6]=[CH:5][C:4]([C:8]([OH:10])=[O:9])=[CH:3]1.OS(O)(=O)=O.[CH3:16][CH2:17]O. No catalyst specified. The product is [O:1]=[C:2]1[NH:7][N:6]=[CH:5][C:4]([C:8]([O:10][CH2:16][CH3:17])=[O:9])=[CH:3]1. The yield is 0.830. (7) The reactants are [C:1]([O:5][C:6]([NH:8][CH2:9][CH2:10][CH2:11][CH2:12][C@H:13]([NH:17][C:18]([CH:20]1[CH2:24][CH2:23][CH2:22][CH2:21]1)=[O:19])[C:14]([OH:16])=O)=[O:7])([CH3:4])([CH3:3])[CH3:2].ClC(OCC(C)C)=O.CN1CCOCC1.[N+:40](=[CH2:42])=[N-:41]. The catalyst is C1COCC1.O. The product is [C:1]([O:5][C:6](=[O:7])[NH:8][CH2:9][CH2:10][CH2:11][CH2:12][C@H:13]([NH:17][C:18]([CH:20]1[CH2:24][CH2:23][CH2:22][CH2:21]1)=[O:19])[C:14](=[O:16])[CH:42]=[N+:40]=[N-:41])([CH3:2])([CH3:3])[CH3:4]. The yield is 0.934.